The task is: Predict which catalyst facilitates the given reaction.. This data is from Catalyst prediction with 721,799 reactions and 888 catalyst types from USPTO. Reactant: [NH2:1][C:2]1[CH:7]=[CH:6][CH:5]=[CH:4][C:3]=1[SH:8].[F:9][C:10]1[CH:17]=[C:14]([CH:15]=O)[C:13]([OH:18])=[CH:12][CH:11]=1. Product: [S:8]1[C:3]2[CH:4]=[CH:5][CH:6]=[CH:7][C:2]=2[N:1]=[C:15]1[C:14]1[CH:17]=[C:10]([F:9])[CH:11]=[CH:12][C:13]=1[OH:18]. The catalyst class is: 12.